From a dataset of Peptide-MHC class II binding affinity with 134,281 pairs from IEDB. Regression. Given a peptide amino acid sequence and an MHC pseudo amino acid sequence, predict their binding affinity value. This is MHC class II binding data. (1) The peptide sequence is TATAAVGAATGAATA. The MHC is DRB3_0202 with pseudo-sequence DRB3_0202. The binding affinity (normalized) is 0. (2) The peptide sequence is FIADPASRFYNLVLA. The MHC is DRB1_0405 with pseudo-sequence DRB1_0405. The binding affinity (normalized) is 0.547. (3) The peptide sequence is VLIWVGINTRNMTMSK. The MHC is DRB1_0301 with pseudo-sequence DRB1_0301. The binding affinity (normalized) is 0.606.